Predict which catalyst facilitates the given reaction. From a dataset of Catalyst prediction with 721,799 reactions and 888 catalyst types from USPTO. (1) Reactant: [CH3:1][C:2]([C:4]1[CH:9]=[CH:8][C:7]([NH2:10])=[CH:6][CH:5]=1)=[O:3].[CH2:11]([C:14]1[CH:22]=[CH:21][C:17]([C:18](Cl)=[O:19])=[CH:16][CH:15]=1)[CH2:12][CH3:13].C(N(CC)CC)C. The catalyst class is: 1. Product: [C:2]([C:4]1[CH:9]=[CH:8][C:7]([NH:10][C:18](=[O:19])[C:17]2[CH:21]=[CH:22][C:14]([CH2:11][CH2:12][CH3:13])=[CH:15][CH:16]=2)=[CH:6][CH:5]=1)(=[O:3])[CH3:1]. (2) Reactant: [OH:1][C:2]1[CH:3]=[CH:4][C:5]([I:10])=[C:6]([CH:9]=1)[C:7]#[N:8].B.C1COCC1. Product: [NH2:8][CH2:7][C:6]1[CH:9]=[C:2]([OH:1])[CH:3]=[CH:4][C:5]=1[I:10]. The catalyst class is: 1. (3) Reactant: [Cr](Cl)([O-])(=O)=O.[NH+]1C=CC=CC=1.[OH:12][CH2:13][CH:14]([CH2:27][CH2:28][C:29]1[CH:38]=[CH:37][C:32]([C:33]([O:35][CH3:36])=[O:34])=[CH:31][CH:30]=1)[CH2:15][CH2:16][C:17]1[CH:26]=[CH:25][C:20]([C:21]([O:23][CH3:24])=[O:22])=[CH:19][CH:18]=1. Product: [CH:13]([CH:14]([CH2:27][CH2:28][C:29]1[CH:38]=[CH:37][C:32]([C:33]([O:35][CH3:36])=[O:34])=[CH:31][CH:30]=1)[CH2:15][CH2:16][C:17]1[CH:26]=[CH:25][C:20]([C:21]([O:23][CH3:24])=[O:22])=[CH:19][CH:18]=1)=[O:12]. The catalyst class is: 4.